This data is from NCI-60 drug combinations with 297,098 pairs across 59 cell lines. The task is: Regression. Given two drug SMILES strings and cell line genomic features, predict the synergy score measuring deviation from expected non-interaction effect. (1) Drug 1: COC1=C(C=C2C(=C1)N=CN=C2NC3=CC(=C(C=C3)F)Cl)OCCCN4CCOCC4. Drug 2: CCN(CC)CCCC(C)NC1=C2C=C(C=CC2=NC3=C1C=CC(=C3)Cl)OC. Cell line: HOP-62. Synergy scores: CSS=35.3, Synergy_ZIP=-7.17, Synergy_Bliss=-0.323, Synergy_Loewe=2.37, Synergy_HSA=2.45. (2) Drug 1: C1CCC(C(C1)N)N.C(=O)(C(=O)[O-])[O-].[Pt+4]. Drug 2: C1C(C(OC1N2C=NC(=NC2=O)N)CO)O. Cell line: RPMI-8226. Synergy scores: CSS=53.3, Synergy_ZIP=-3.65, Synergy_Bliss=-2.72, Synergy_Loewe=-11.2, Synergy_HSA=1.65. (3) Drug 1: CN(C)N=NC1=C(NC=N1)C(=O)N. Drug 2: CCCCC(=O)OCC(=O)C1(CC(C2=C(C1)C(=C3C(=C2O)C(=O)C4=C(C3=O)C=CC=C4OC)O)OC5CC(C(C(O5)C)O)NC(=O)C(F)(F)F)O. Cell line: NCI-H322M. Synergy scores: CSS=3.88, Synergy_ZIP=1.17, Synergy_Bliss=3.41, Synergy_Loewe=0.343, Synergy_HSA=0.447.